Dataset: Full USPTO retrosynthesis dataset with 1.9M reactions from patents (1976-2016). Task: Predict the reactants needed to synthesize the given product. Given the product [NH2:32][CH2:31][C@H:28]1[CH2:29][CH2:30][C@H:25]([NH:24][C:5]2[CH:4]=[C:3]([C:9]3[CH:14]=[CH:13][CH:12]=[C:11]([O:15][CH2:16][C:17]4[CH:22]=[CH:21][CH:20]=[C:19]([F:23])[CH:18]=4)[N:10]=3)[C:2]([Cl:1])=[CH:7][N:6]=2)[CH2:26][CH2:27]1, predict the reactants needed to synthesize it. The reactants are: [Cl:1][C:2]1[C:3]([C:9]2[CH:14]=[CH:13][CH:12]=[C:11]([O:15][CH2:16][C:17]3[CH:22]=[CH:21][CH:20]=[C:19]([F:23])[CH:18]=3)[N:10]=2)=[CH:4][C:5](F)=[N:6][CH:7]=1.[NH2:24][C@H:25]1[CH2:30][CH2:29][C@H:28]([CH2:31][NH:32]C(=O)OC(C)(C)C)[CH2:27][CH2:26]1.Cl.O1CCOCC1.